From a dataset of Catalyst prediction with 721,799 reactions and 888 catalyst types from USPTO. Predict which catalyst facilitates the given reaction. (1) Reactant: [C:1]([NH2:5])(=[O:4])[CH:2]=[CH2:3].[CH2:6]1[C:14]2[C:9](=[CH:10][CH:11]=[CH:12][CH:13]=2)[CH:8]=[C:7]1N1CCCC1.O. Product: [NH:5]1[C:1](=[O:4])[CH2:2][CH2:3][C:8]2[C:9]3[CH:10]=[CH:11][CH:12]=[CH:13][C:14]=3[CH2:6][C:7]1=2. The catalyst class is: 342. (2) Reactant: [C:1]([C:5]1[C:9]([CH2:10][CH2:11][C:12](OC)=[O:13])=[CH:8][N:7]([C:16]2[N:17]=[N:18][C:19]([C:22]([F:25])([F:24])[F:23])=[CH:20][CH:21]=2)[N:6]=1)([CH3:4])([CH3:3])[CH3:2].[H-].C([Al+]CC(C)C)C(C)C.Cl. Product: [C:1]([C:5]1[C:9]([CH2:10][CH2:11][CH2:12][OH:13])=[CH:8][N:7]([C:16]2[N:17]=[N:18][C:19]([C:22]([F:23])([F:24])[F:25])=[CH:20][CH:21]=2)[N:6]=1)([CH3:4])([CH3:2])[CH3:3]. The catalyst class is: 188. (3) Reactant: CC1(C)[O:6][C@@H:5]([CH2:7][O:8][C:9]2[C:18](=[O:19])[N:17]3[CH2:20][CH2:21][C:22]([CH3:24])([CH3:23])[C:15]4[C:16]3=[C:11]([CH:12]=[CH:13][CH:14]=4)[N:10]=2)[CH2:4][O:3]1. Product: [OH:6][C@H:5]([CH2:4][OH:3])[CH2:7][O:8][C:9]1[C:18](=[O:19])[N:17]2[CH2:20][CH2:21][C:22]([CH3:23])([CH3:24])[C:15]3[C:16]2=[C:11]([CH:12]=[CH:13][CH:14]=3)[N:10]=1. The catalyst class is: 86. (4) Reactant: [Br:1][C:2]1[S:6][C:5]([C:7]([NH2:9])=[O:8])=[C:4]([NH:10][CH2:11][CH3:12])[CH:3]=1.[C:13]1(=O)[CH2:17][CH2:16][CH2:15][CH2:14]1.CC1(C)C2(CS(O)(=O)=O)C(CC1CC2)=O.[O-]S([O-])(=O)=O.[Mg+2].C([O-])(O)=O.[Na+]. Product: [Br:1][C:2]1[S:6][C:5]2[C:7](=[O:8])[NH:9][C:13]3([CH2:17][CH2:16][CH2:15][CH2:14]3)[N:10]([CH2:11][CH3:12])[C:4]=2[CH:3]=1. The catalyst class is: 44. (5) Reactant: [F:1][C:2]1[CH:7]=[CH:6][C:5]([CH:8]2[O:12][C:11](=[O:13])[NH:10][CH:9]2[CH2:14][C:15]2[CH:20]=[CH:19][CH:18]=[C:17]([S:21][C:22]([F:25])([F:24])[F:23])[CH:16]=2)=[CH:4][CH:3]=1.[C:26](O[C:26]([O:28][C:29]([CH3:32])([CH3:31])[CH3:30])=[O:27])([O:28][C:29]([CH3:32])([CH3:31])[CH3:30])=[O:27].O. Product: [F:1][C:2]1[CH:7]=[CH:6][C:5]([CH:8]2[O:12][C:11](=[O:13])[N:10]([C:26]([O:28][C:29]([CH3:32])([CH3:31])[CH3:30])=[O:27])[CH:9]2[CH2:14][C:15]2[CH:20]=[CH:19][CH:18]=[C:17]([S:21][C:22]([F:23])([F:24])[F:25])[CH:16]=2)=[CH:4][CH:3]=1. The catalyst class is: 10. (6) Reactant: CC1(C)C(C)(C)OB([C:9]2[NH:17][C:16]3[CH2:15][CH2:14][NH:13][C:12](=[O:18])[C:11]=3[CH:10]=2)O1.CC(C1C=C(C(C)C)C(C2C=CC=CC=2P(C2CCCCC2)C2CCCCC2)=C(C(C)C)C=1)C.Br[C:55]1[C:56]([F:72])=[CH:57][CH:58]=[C:59]2[C:64]=1[N:63]=[C:62]([NH:65][C:66]([CH3:70])([CH3:69])[CH2:67][OH:68])[C:61]([CH3:71])=[N:60]2. Product: [F:72][C:56]1[C:55]([C:9]2[NH:17][C:16]3[CH2:15][CH2:14][NH:13][C:12](=[O:18])[C:11]=3[CH:10]=2)=[C:64]2[C:59](=[CH:58][CH:57]=1)[N:60]=[C:61]([CH3:71])[C:62]([NH:65][C:66]([CH3:70])([CH3:69])[CH2:67][OH:68])=[N:63]2. The catalyst class is: 333. (7) Reactant: [F:1][C:2]1[CH:7]=[C:6]([F:8])[CH:5]=[CH:4][C:3]=1[CH2:9][C:10]([C:12]1[CH:17]=[CH:16][CH:15]=[CH:14][CH:13]=1)=[O:11].[Br:18]Br. Product: [Br:18][CH:9]([C:3]1[CH:4]=[CH:5][C:6]([F:8])=[CH:7][C:2]=1[F:1])[C:10]([C:12]1[CH:13]=[CH:14][CH:15]=[CH:16][CH:17]=1)=[O:11]. The catalyst class is: 15.